From a dataset of TCR-epitope binding with 47,182 pairs between 192 epitopes and 23,139 TCRs. Binary Classification. Given a T-cell receptor sequence (or CDR3 region) and an epitope sequence, predict whether binding occurs between them. (1) The epitope is TAFTIPSI. The TCR CDR3 sequence is CASSPMRGALLEQYF. Result: 0 (the TCR does not bind to the epitope). (2) The epitope is FLNGSCGSV. The TCR CDR3 sequence is CASSLGGPTGELFF. Result: 1 (the TCR binds to the epitope). (3) The epitope is FVDGVPFVV. The TCR CDR3 sequence is CASSQIPSGRGETQYF. Result: 1 (the TCR binds to the epitope).